From a dataset of Retrosynthesis with 50K atom-mapped reactions and 10 reaction types from USPTO. Predict the reactants needed to synthesize the given product. (1) The reactants are: CC(C)CCn1c(CO)nc2ccc(Br)cc21.[C-]#N. Given the product CC(C)CCn1c(CO)nc2ccc(C#N)cc21, predict the reactants needed to synthesize it. (2) Given the product Cc1cccc(CCC(=O)OC(C)(C)C)c1CO, predict the reactants needed to synthesize it. The reactants are: Cc1cccc(/C=C/C(=O)OC(C)(C)C)c1CO. (3) Given the product Cc1ncc(C(=O)N(C)Cc2cc(C(F)(F)F)cc(C(F)(F)F)c2)c(-c2ccccc2)n1, predict the reactants needed to synthesize it. The reactants are: CI.Cc1ncc(C(=O)NCc2cc(C(F)(F)F)cc(C(F)(F)F)c2)c(-c2ccccc2)n1. (4) Given the product COC(=O)c1cc(Cl)cc2c1NC(c1cccc(N3CCOCC3)c1)C(C)(C)C2, predict the reactants needed to synthesize it. The reactants are: C1COCCN1.COC(=O)c1cc(Cl)cc2c1NC(c1cccc(Br)c1)C(C)(C)C2. (5) Given the product N#Cc1cccc(Cn2cc(C(=O)c3ccc4c(c3)OCCO4)c(=O)c3ccccc32)n1, predict the reactants needed to synthesize it. The reactants are: N#Cc1cccc(CBr)n1.O=C(c1ccc2c(c1)OCCO2)c1c[nH]c2ccccc2c1=O. (6) Given the product CCOC(=O)C(Br)(CCc1cc[nH]c1C(=O)c1ccccc1)C(=O)OCC, predict the reactants needed to synthesize it. The reactants are: CCOC(=O)C(CCc1cc[nH]c1C(=O)c1ccccc1)C(=O)OCC.O=C1CCC(=O)N1Br. (7) Given the product C[C@H](Oc1ccc(Cl)cn1)[C@H]1CNC[C@@H]1c1ccc(Cl)c(F)c1, predict the reactants needed to synthesize it. The reactants are: C[C@H](Oc1ccc(Cl)cn1)[C@H]1CN(Cc2ccccc2)C[C@@H]1c1ccc(Cl)c(F)c1.